This data is from Full USPTO retrosynthesis dataset with 1.9M reactions from patents (1976-2016). The task is: Predict the reactants needed to synthesize the given product. Given the product [CH3:6][O:7][C:8]1[CH:9]=[C:10]([C:11](=[O:12])[CH2:4][C:3]#[N:5])[CH:15]=[CH:16][CH:17]=1, predict the reactants needed to synthesize it. The reactants are: [H-].[Na+].[C:3](#[N:5])[CH3:4].[CH3:6][O:7][C:8]1[CH:9]=[C:10]([CH:15]=[CH:16][CH:17]=1)[C:11](OC)=[O:12].